This data is from Full USPTO retrosynthesis dataset with 1.9M reactions from patents (1976-2016). The task is: Predict the reactants needed to synthesize the given product. Given the product [Cl:1][C:2]1[CH:3]=[C:4]([C:9]2[CH:14]=[CH:13][C:12]([CH2:15][C:16]3[C:17](=[O:28])[N:18]([CH3:27])[C:19]4[C:24]([C:25]=3[O:26][CH:36]([F:42])[F:41])=[CH:23][CH:22]=[CH:21][CH:20]=4)=[CH:11][CH:10]=2)[CH:5]=[CH:6][C:7]=1[F:8], predict the reactants needed to synthesize it. The reactants are: [Cl:1][C:2]1[CH:3]=[C:4]([C:9]2[CH:14]=[CH:13][C:12]([CH2:15][C:16]3[C:17](=[O:28])[N:18]([CH3:27])[C:19]4[C:24]([C:25]=3[OH:26])=[CH:23][CH:22]=[CH:21][CH:20]=4)=[CH:11][CH:10]=2)[CH:5]=[CH:6][C:7]=1[F:8].C([O-])([O-])=O.[Cs+].[Cs+].Cl[C:36]([F:42])([F:41])C(OC)=O.